Dataset: Catalyst prediction with 721,799 reactions and 888 catalyst types from USPTO. Task: Predict which catalyst facilitates the given reaction. (1) Reactant: C(OC([N:8]1[CH2:12][CH2:11][C@@H:10]([C@@H:13]([OH:20])[CH:14]2[CH2:19][CH2:18][O:17][CH2:16][CH2:15]2)[CH2:9]1)=O)(C)(C)C.[H-].[Na+].[Cl:23][C:24]1[CH:29]=[CH:28][CH:27]=[C:26](F)[C:25]=1[Cl:31]. Product: [Cl:23][C:24]1[C:25]([Cl:31])=[CH:26][CH:27]=[CH:28][C:29]=1[O:20][C@@H:13]([CH:14]1[CH2:15][CH2:16][O:17][CH2:18][CH2:19]1)[C@@H:10]1[CH2:11][CH2:12][NH:8][CH2:9]1. The catalyst class is: 3. (2) Reactant: [Br:1][C:2]1[CH:7]=[CH:6][C:5]([F:8])=[CH:4][C:3]=1[NH:9][N:10]=[CH:11]C(O)=O.C([N:17]([CH2:20]C)CC)C.C1(P(N=[N+]=[N-])(C2C=CC=CC=2)=[O:29])C=CC=CC=1.[OH-].[K+]. Product: [Br:1][C:2]1[CH:7]=[CH:6][C:5]([F:8])=[CH:4][C:3]=1[N:9]1[C:20](=[O:29])[NH:17][CH:11]=[N:10]1. The catalyst class is: 11. (3) Reactant: [C:1]([O:5][C:6]([N:8]1[CH2:12][CH2:11][CH2:10][C@H:9]1[C@H:13]([O:19][CH3:20])[C@@H:14]([CH3:18])[C:15]([OH:17])=O)=[O:7])([CH3:4])([CH3:3])[CH3:2].CN(C(ON1N=N[C:31]2[CH:32]=[CH:33][CH:34]=N[C:30]1=2)=[N+](C)C)C.F[P-](F)(F)(F)(F)F.C([N:47]([CH2:50][CH3:51])CC)C.C([O:55][CH2:56][CH3:57])(=O)C. Product: [OH:55][C@@H:56]([C:57]1[CH:34]=[CH:33][CH:32]=[CH:31][CH:30]=1)[C@H:50]([NH:47][C:15](=[O:17])[C@H:14]([CH3:18])[C@H:13]([C@@H:9]1[CH2:10][CH2:11][CH2:12][N:8]1[C:6]([O:5][C:1]([CH3:2])([CH3:3])[CH3:4])=[O:7])[O:19][CH3:20])[CH3:51]. The catalyst class is: 120. (4) Reactant: [C:1]1([C:7](Cl)([C:14]2[CH:19]=[CH:18][CH:17]=[CH:16][CH:15]=2)[C:8]2[CH:13]=[CH:12][CH:11]=[CH:10][CH:9]=2)[CH:6]=[CH:5][CH:4]=[CH:3][CH:2]=1.[CH3:21][C:22]1[NH:23][CH:24]=[CH:25][N:26]=1.[CH2:27](N(CC)CC)C.O. The catalyst class is: 9. Product: [CH2:21]([C:22]1[N:23]([C:7]([C:14]2[CH:19]=[CH:18][CH:17]=[CH:16][CH:15]=2)([C:8]2[CH:13]=[CH:12][CH:11]=[CH:10][CH:9]=2)[C:1]2[CH:6]=[CH:5][CH:4]=[CH:3][CH:2]=2)[CH:24]=[CH:25][N:26]=1)[CH3:27]. (5) Reactant: [C:1]1([CH:7]([NH2:16])[CH2:8][NH:9][CH:10]2[CH2:15][CH2:14][O:13][CH2:12][CH2:11]2)[CH:6]=[CH:5][CH:4]=[CH:3][CH:2]=1.[C:17]([N:24]1[CH2:29][CH2:28][C:27](=O)[CH2:26][CH2:25]1)([O:19][C:20]([CH3:23])([CH3:22])[CH3:21])=[O:18].CC(O)=O.[BH-](OC(C)=O)(OC(C)=O)OC(C)=O.[Na+]. Product: [C:20]([O:19][C:17]([N:24]1[CH2:29][CH2:28][CH:27]([NH:16][CH:7]([C:1]2[CH:6]=[CH:5][CH:4]=[CH:3][CH:2]=2)[CH2:8][NH:9][CH:10]2[CH2:15][CH2:14][O:13][CH2:12][CH2:11]2)[CH2:26][CH2:25]1)=[O:18])([CH3:23])([CH3:21])[CH3:22]. The catalyst class is: 2. (6) Reactant: [NH2:1][C:2]1[CH:9]=[CH:8][CH:7]=[C:6]([Cl:10])[C:3]=1[C:4]#[N:5].CO[CH:13]1[CH2:17][CH2:16][CH:15](OC)O1.Cl.ClC1C=CN=CC=1. Product: [Cl:10][C:6]1[C:3]([C:4]#[N:5])=[C:2]([N:1]2[CH:13]=[CH:17][CH:16]=[CH:15]2)[CH:9]=[CH:8][CH:7]=1. The catalyst class is: 12. (7) Reactant: [S:1]1[CH:5]=[CH:4][N:3]=[C:2]1[NH:6][S:7]([C:10]1[CH:11]=[C:12]2[C:16](=[CH:17][CH:18]=1)[NH:15][CH2:14][CH2:13]2)(=[O:9])=[O:8].CCN(CC)CC.Br[CH2:27][CH2:28][Cl:29]. Product: [Cl:29][CH2:28][CH2:27][N:15]1[C:16]2[C:12](=[CH:11][C:10]([S:7]([NH:6][C:2]3[S:1][CH:5]=[CH:4][N:3]=3)(=[O:9])=[O:8])=[CH:18][CH:17]=2)[CH2:13][CH2:14]1. The catalyst class is: 3. (8) Reactant: [Br:1][C:2]1[CH:3]=[C:4]([CH:8]=[CH:9][C:10](=O)[C:11]([F:17])([F:16])[C:12]([F:15])([F:14])[F:13])[CH:5]=[N:6][CH:7]=1.Cl.[F:20][C:21]1[CH:26]=[C:25]([F:27])[CH:24]=[CH:23][C:22]=1[NH:28][NH2:29].N1CCCCC1. Product: [Br:1][C:2]1[CH:7]=[N:6][CH:5]=[C:4]([CH:8]2[N:28]([C:22]3[CH:23]=[CH:24][C:25]([F:27])=[CH:26][C:21]=3[F:20])[N:29]=[C:10]([C:11]([F:17])([F:16])[C:12]([F:15])([F:14])[F:13])[CH2:9]2)[CH:3]=1. The catalyst class is: 8. (9) Reactant: [Cl:1][C:2]1[CH:3]=[C:4]([CH:15]=[C:16]([Cl:18])[CH:17]=1)[CH2:5][C:6]1[C:7]([CH2:13][CH3:14])=[N:8][NH:9][C:10]=1[CH2:11][CH3:12].[O-]CC.[Na+].[CH3:23][O:24][C:25](=[O:29])[CH2:26][CH2:27]Br. Product: [Cl:1][C:2]1[CH:3]=[C:4]([CH:15]=[C:16]([Cl:18])[CH:17]=1)[CH2:5][C:6]1[C:10]([CH2:11][CH3:12])=[N:9][N:8]([CH2:27][CH2:26][C:25]([O:24][CH3:23])=[O:29])[C:7]=1[CH2:13][CH3:14]. The catalyst class is: 8.